This data is from Catalyst prediction with 721,799 reactions and 888 catalyst types from USPTO. The task is: Predict which catalyst facilitates the given reaction. (1) Reactant: Cl.[CH3:2][O:3][C:4]1[CH:9]=[C:8]([C:10]([F:13])([F:12])[F:11])[CH:7]=[CH:6][C:5]=1[CH:14]1[CH2:19][CH2:18][CH2:17][NH:16][CH2:15]1.[Cl:20][C:21]1[N:26]=[N:25][CH:24]=[C:23]([C:27](O)=[O:28])[CH:22]=1.CCCP(=O)=O.C(N(CC)CC)C. Product: [Cl:20][C:21]1[N:26]=[N:25][CH:24]=[C:23]([C:27]([N:16]2[CH2:17][CH2:18][CH2:19][CH:14]([C:5]3[CH:6]=[CH:7][C:8]([C:10]([F:13])([F:12])[F:11])=[CH:9][C:4]=3[O:3][CH3:2])[CH2:15]2)=[O:28])[CH:22]=1. The catalyst class is: 2. (2) Reactant: [CH:1]1([NH:4][C:5]([NH:7][C:8]2[CH:13]=[CH:12][C:11]([O:14][C:15]3[CH:20]=[CH:19][N:18]=[C:17]4[CH:21]=[C:22]([C:24]5[CH:29]=[CH:28][C:27]([CH2:30][N:31]6[CH2:36][CH2:35][NH:34][CH2:33][CH2:32]6)=[CH:26][N:25]=5)[S:23][C:16]=34)=[C:10]([F:37])[CH:9]=2)=[O:6])[CH2:3][CH2:2]1.CCN(C(C)C)C(C)C.Cl[CH2:48][C@H:49]([OH:51])[CH3:50]. Product: [CH:1]1([NH:4][C:5]([NH:7][C:8]2[CH:13]=[CH:12][C:11]([O:14][C:15]3[CH:20]=[CH:19][N:18]=[C:17]4[CH:21]=[C:22]([C:24]5[CH:29]=[CH:28][C:27]([CH2:30][N:31]6[CH2:32][CH2:33][N:34]([CH2:48][C@H:49]([OH:51])[CH3:50])[CH2:35][CH2:36]6)=[CH:26][N:25]=5)[S:23][C:16]=34)=[C:10]([F:37])[CH:9]=2)=[O:6])[CH2:3][CH2:2]1. The catalyst class is: 197.